This data is from Peptide-MHC class II binding affinity with 134,281 pairs from IEDB. The task is: Regression. Given a peptide amino acid sequence and an MHC pseudo amino acid sequence, predict their binding affinity value. This is MHC class II binding data. The MHC is DRB1_0404 with pseudo-sequence DRB1_0404. The peptide sequence is FDKFLANVSTVLTGK. The binding affinity (normalized) is 0.608.